The task is: Regression. Given a peptide amino acid sequence and an MHC pseudo amino acid sequence, predict their binding affinity value. This is MHC class I binding data.. This data is from Peptide-MHC class I binding affinity with 185,985 pairs from IEDB/IMGT. (1) The peptide sequence is QFYWPVMNH. The MHC is HLA-A24:02 with pseudo-sequence HLA-A24:02. The binding affinity (normalized) is 0.177. (2) The peptide sequence is LLAIAMGLVF. The MHC is HLA-A02:01 with pseudo-sequence HLA-A02:01. The binding affinity (normalized) is 0.0304. (3) The peptide sequence is IFFTTSLFLH. The MHC is HLA-A68:01 with pseudo-sequence HLA-A68:01. The binding affinity (normalized) is 0.246. (4) The peptide sequence is SPGDNSAKF. The MHC is HLA-B18:01 with pseudo-sequence HLA-B18:01. The binding affinity (normalized) is 0.0847. (5) The peptide sequence is IISLKYTRK. The binding affinity (normalized) is 0.0847. The MHC is HLA-A29:02 with pseudo-sequence HLA-A29:02. (6) The peptide sequence is YLPEVISTI. The MHC is HLA-B53:01 with pseudo-sequence HLA-B53:01. The binding affinity (normalized) is 0.0966.